This data is from Full USPTO retrosynthesis dataset with 1.9M reactions from patents (1976-2016). The task is: Predict the reactants needed to synthesize the given product. Given the product [NH2:1][CH2:4][CH:5]1[CH2:9][O:8][C:7]2([C:18]3[CH:19]=[CH:20][CH:21]=[CH:22][C:17]=3[C:16]3[O:15][C:14]([CH3:23])([CH3:24])[CH2:13][CH2:12][C:11]=3[C:10]2=[O:25])[O:6]1, predict the reactants needed to synthesize it. The reactants are: [N:1]([CH2:4][CH:5]1[CH2:9][O:8][C:7]2([C:18]3[CH:19]=[CH:20][CH:21]=[CH:22][C:17]=3[C:16]3[O:15][C:14]([CH3:24])([CH3:23])[CH2:13][CH2:12][C:11]=3[C:10]2=[O:25])[O:6]1)=[N+]=[N-].C1(P(C2C=CC=CC=2)C2C=CC=CC=2)C=CC=CC=1.O.